Predict the reaction yield, written as a fraction of the theoretical maximum amount of product (1.0 means a 100% yield; for example, 0.34 means a 34% yield). From a dataset of Reaction yield outcomes from USPTO patents with 853,638 reactions. (1) The reactants are [CH3:1][C:2]1([CH3:17])[C:10]2[C:5](=[CH:6][C:7]([N+:11]([O-])=O)=[CH:8][CH:9]=2)[N:4]([C:14](=[O:16])[CH3:15])[CH2:3]1. The catalyst is CO.[Pd]. The product is [NH2:11][C:7]1[CH:6]=[C:5]2[C:10]([C:2]([CH3:17])([CH3:1])[CH2:3][N:4]2[C:14](=[O:16])[CH3:15])=[CH:9][CH:8]=1. The yield is 0.610. (2) The reactants are Br[C:2]1[CH:9]=[CH:8][C:5]([NH:6][CH3:7])=[CH:4][CH:3]=1.[CH3:10][Si:11]([C:14]#[CH:15])([CH3:13])[CH3:12].C1C=CC(P(C2C=CC=CC=2)C2C=CC=CC=2)=CC=1. The catalyst is [Cu]I.Cl[Pd](Cl)([P](C1C=CC=CC=1)(C1C=CC=CC=1)C1C=CC=CC=1)[P](C1C=CC=CC=1)(C1C=CC=CC=1)C1C=CC=CC=1. The product is [CH3:7][NH:6][C:5]1[CH:8]=[CH:9][C:2]([C:15]#[C:14][Si:11]([CH3:13])([CH3:12])[CH3:10])=[CH:3][CH:4]=1. The yield is 0.370.